Task: Predict the reactants needed to synthesize the given product.. Dataset: Full USPTO retrosynthesis dataset with 1.9M reactions from patents (1976-2016) (1) Given the product [F:1][C:2]1[CH:7]=[CH:6][C:5]([C:8]2[CH:9]=[CH:10][N:11]=[C:12]3[C:17]=2[CH:16]=[CH:15][C:14]([C:18]([F:21])([F:20])[F:19])=[N:13]3)=[CH:4][C:3]=1[C:36]1[CH:35]=[C:34]2[C:39](=[CH:38][CH:37]=1)[N:30]=[CH:31][CH:32]=[CH:33]2, predict the reactants needed to synthesize it. The reactants are: [F:1][C:2]1[CH:7]=[CH:6][C:5]([C:8]2[C:17]3[C:12](=[N:13][C:14]([C:18]([F:21])([F:20])[F:19])=[CH:15][CH:16]=3)[N:11]=[CH:10][CH:9]=2)=[CH:4][C:3]=1OS(C(F)(F)F)(=O)=O.[N:30]1[C:39]2[C:34](=[CH:35][C:36](B(O)O)=[CH:37][CH:38]=2)[CH:33]=[CH:32][CH:31]=1. (2) Given the product [CH3:1][C:2]1[CH:9]=[CH:8][C:7]([C:10]2[CH:15]=[CH:14][CH:13]=[CH:12][CH:11]=2)=[CH:6][C:3]=1[CH2:4][NH2:5], predict the reactants needed to synthesize it. The reactants are: [CH3:1][C:2]1[CH:9]=[CH:8][C:7]([C:10]2[CH:15]=[CH:14][CH:13]=[CH:12][CH:11]=2)=[CH:6][C:3]=1[C:4]#[N:5].C(O)C.O.N. (3) Given the product [NH2:15][C:12]1[CH:13]=[CH:14][C:9]([CH2:8][N:6]2[CH2:5][CH2:4][N:3]([C:18]([O:20][C:21]([CH3:24])([CH3:23])[CH3:22])=[O:19])[C@@H:2]([CH3:1])[CH2:7]2)=[CH:10][CH:11]=1, predict the reactants needed to synthesize it. The reactants are: [CH3:1][C@H:2]1[CH2:7][N:6]([CH2:8][C:9]2[CH:14]=[CH:13][C:12]([N+:15]([O-])=O)=[CH:11][CH:10]=2)[CH2:5][CH2:4][N:3]1[C:18]([O:20][C:21]([CH3:24])([CH3:23])[CH3:22])=[O:19].[Cl-].[NH4+]. (4) The reactants are: F[C:2]1[CH:9]=[CH:8][C:7]([F:10])=[CH:6][C:3]=1[C:4]#[N:5].[CH3:11][S:12]([NH2:15])(=[O:14])=[O:13].C(=O)([O-])[O-].[K+].[K+].Cl. Given the product [C:4]([C:3]1[CH:6]=[C:7]([F:10])[CH:8]=[CH:9][C:2]=1[NH:15][S:12]([CH3:11])(=[O:14])=[O:13])#[N:5], predict the reactants needed to synthesize it. (5) Given the product [OH:1][C:2]1[CH:10]=[C:9]([CH2:11][S:12][CH3:13])[CH:8]=[CH:7][C:3]=1[C:4]([O:6][CH3:14])=[O:5], predict the reactants needed to synthesize it. The reactants are: [OH:1][C:2]1[CH:10]=[C:9]([CH2:11][S:12][CH3:13])[CH:8]=[CH:7][C:3]=1[C:4]([OH:6])=[O:5].[CH2:14](Cl)Cl.C[Si](C=[N+]=[N-])(C)C.CCCCCC.